From a dataset of Reaction yield outcomes from USPTO patents with 853,638 reactions. Predict the reaction yield, written as a fraction of the theoretical maximum amount of product (1.0 means a 100% yield; for example, 0.34 means a 34% yield). The reactants are [OH:1][C@@H:2]1[CH2:7][CH2:6][CH2:5][C@@H:4]([NH:8][C:9]2[C:14]([C:15]#[N:16])=[CH:13][N:12]=[C:11](SC)[N:10]=2)[C:3]1([CH3:20])[CH3:19].Cl.[NH2:22][CH2:23][CH2:24][CH:25]1[C:33]2[C:28](=[CH:29][C:30]([F:34])=[CH:31][CH:32]=2)[NH:27][C:26]1=[O:35].CCN(C(C)C)C(C)C. The catalyst is CC(N(C)C)=O. The product is [F:34][C:30]1[CH:29]=[C:28]2[C:33]([CH:25]([CH2:24][CH2:23][NH:22][C:11]3[N:10]=[C:9]([NH:8][C@@H:4]4[CH2:5][CH2:6][CH2:7][C@@H:2]([OH:1])[C:3]4([CH3:20])[CH3:19])[C:14]([C:15]#[N:16])=[CH:13][N:12]=3)[C:26](=[O:35])[NH:27]2)=[CH:32][CH:31]=1. The yield is 0.290.